Dataset: Forward reaction prediction with 1.9M reactions from USPTO patents (1976-2016). Task: Predict the product of the given reaction. (1) The product is: [CH2:1]([O:8][C:9]([N:11]1[CH2:16][CH2:15][CH:14]([C:17](=[O:26])[NH:18][C:19]2[CH:24]=[C:23]([C:31]3[CH:32]=[CH:33][C:28]([F:27])=[CH:29][C:30]=3[O:37][CH3:38])[N:22]=[CH:21][N:20]=2)[CH2:13][CH2:12]1)=[O:10])[C:2]1[CH:7]=[CH:6][CH:5]=[CH:4][CH:3]=1. Given the reactants [CH2:1]([O:8][C:9]([N:11]1[CH2:16][CH2:15][CH:14]([C:17](=[O:26])[NH:18][C:19]2[CH:24]=[C:23](Cl)[N:22]=[CH:21][N:20]=2)[CH2:13][CH2:12]1)=[O:10])[C:2]1[CH:7]=[CH:6][CH:5]=[CH:4][CH:3]=1.[F:27][C:28]1[CH:33]=[CH:32][C:31](B(O)O)=[C:30]([O:37][CH3:38])[CH:29]=1.C1(P(C2C=CC=CC=2)C2C=CC=CC=2)C=CC=CC=1, predict the reaction product. (2) Given the reactants Br[C:2]1[CH:3]=[CH:4][C:5]2[NH:10][C:9](=[O:11])[O:8][C:7]([CH2:16][NH:17][C:18](=[O:26])[C:19]3[CH:24]=[CH:23][C:22]([F:25])=[CH:21][CH:20]=3)([C:12]([F:15])([F:14])[F:13])[C:6]=2[CH:27]=1.O1CCCCC1[N:34]1[C:38](B(O)O)=[CH:37][CH:36]=[N:35]1.O.O.O.P([O-])([O-])([O-])=O.[K+].[K+].[K+].Cl, predict the reaction product. The product is: [F:25][C:22]1[CH:23]=[CH:24][C:19]([C:18]([NH:17][CH2:16][C:7]2([C:12]([F:15])([F:14])[F:13])[C:6]3[CH:27]=[C:2]([C:36]4[NH:35][N:34]=[CH:38][CH:37]=4)[CH:3]=[CH:4][C:5]=3[NH:10][C:9](=[O:11])[O:8]2)=[O:26])=[CH:20][CH:21]=1. (3) Given the reactants [CH:1]([C:4]1[S:5][C:6]([C:9]2([OH:19])[CH2:18][CH2:17][C:12]3(OCC[O:13]3)[CH2:11][CH2:10]2)=[CH:7][N:8]=1)([CH3:3])[CH3:2].Cl.C([O-])([O-])=O.[Na+].[Na+], predict the reaction product. The product is: [OH:19][C:9]1([C:6]2[S:5][C:4]([CH:1]([CH3:3])[CH3:2])=[N:8][CH:7]=2)[CH2:18][CH2:17][C:12](=[O:13])[CH2:11][CH2:10]1. (4) Given the reactants Br[C:2]1[CH:3]=[N:4][CH:5]=[C:6]2[C:11]=1[N:10]=[C:9]([C:12]([N:14]1[CH2:18][CH2:17][CH2:16][CH2:15]1)=[O:13])[CH:8]=[CH:7]2.[CH3:19][N:20]1[CH:24]=[C:23]([C:25]2[CH:30]=[CH:29][C:28](B3OC(C)(C)C(C)(C)O3)=[CH:27][CH:26]=2)[CH:22]=[N:21]1.C([O-])([O-])=O.[Na+].[Na+], predict the reaction product. The product is: [CH3:19][N:20]1[CH:24]=[C:23]([C:25]2[CH:26]=[CH:27][C:28]([C:2]3[CH:3]=[N:4][CH:5]=[C:6]4[C:11]=3[N:10]=[C:9]([C:12]([N:14]3[CH2:18][CH2:17][CH2:16][CH2:15]3)=[O:13])[CH:8]=[CH:7]4)=[CH:29][CH:30]=2)[CH:22]=[N:21]1. (5) Given the reactants [OH:1][CH2:2][CH2:3][CH2:4][CH2:5][S:6][C:7]1[CH:12]=[CH:11][C:10]([C:13]2[CH:18]=[CH:17][N:16]=[C:15]([NH:19][C:20]3[CH:28]=[CH:27][C:23]([C:24](O)=[O:25])=[CH:22][CH:21]=3)[N:14]=2)=[CH:9][CH:8]=1.[O:29]1[CH:33]=[CH:32][CH:31]=[C:30]1[C:34]([N:36]1[CH2:41][CH2:40][NH:39][CH2:38][CH2:37]1)=[O:35].CCN=C=NCCCN(C)C.C1C=CC2N(O)N=NC=2C=1, predict the reaction product. The product is: [O:29]1[CH:33]=[CH:32][CH:31]=[C:30]1[C:34]([N:36]1[CH2:37][CH2:38][N:39]([C:24]([C:23]2[CH:22]=[CH:21][C:20]([NH:19][C:15]3[N:14]=[C:13]([C:10]4[CH:9]=[CH:8][C:7]([S:6][CH2:5][CH2:4][CH2:3][CH2:2][OH:1])=[CH:12][CH:11]=4)[CH:18]=[CH:17][N:16]=3)=[CH:28][CH:27]=2)=[O:25])[CH2:40][CH2:41]1)=[O:35].